From a dataset of Full USPTO retrosynthesis dataset with 1.9M reactions from patents (1976-2016). Predict the reactants needed to synthesize the given product. (1) Given the product [F:13][C:14]1[C:19]([O:10][CH2:9][CH2:8][CH2:7][N:1]2[CH2:6][CH2:5][CH2:4][CH2:3][CH2:2]2)=[CH:18][C:17]([NH2:21])=[C:16]([N+:22]([O-:24])=[O:23])[CH:15]=1, predict the reactants needed to synthesize it. The reactants are: [N:1]1([CH2:7][CH2:8][CH2:9][OH:10])[CH2:6][CH2:5][CH2:4][CH2:3][CH2:2]1.[H-].[Na+].[F:13][C:14]1[C:19](F)=[CH:18][C:17]([NH2:21])=[C:16]([N+:22]([O-:24])=[O:23])[CH:15]=1.C(=O)(O)[O-].[Na+]. (2) Given the product [CH2:1]([O:8][CH2:9][CH:10]=[O:12])[C:2]1[CH:7]=[CH:6][CH:5]=[CH:4][CH:3]=1, predict the reactants needed to synthesize it. The reactants are: [CH2:1]([O:8][CH2:9][C:10](=[O:12])C)[C:2]1[CH:7]=[CH:6][CH:5]=[CH:4][CH:3]=1.N1C=CC=CC=1C(O)=O.CC(C)(CO)CO.C(OCC)(=O)CC(C)=O.COCC(=O)CC(OC)=O.C(I)C. (3) Given the product [CH3:33][N:2]([CH3:1])[CH2:3][C:4]#[C:5][C:6]1[C:14]2[C:9](=[N:10][CH:11]=[CH:12][C:13]=2[O:15][C:16]2[CH:21]=[CH:20][C:19]([NH2:22])=[CH:18][C:17]=2[F:25])[NH:8][CH:7]=1, predict the reactants needed to synthesize it. The reactants are: [CH3:1][N:2]([CH3:33])[CH2:3][C:4]#[C:5][C:6]1[C:14]2[C:9](=[N:10][CH:11]=[CH:12][C:13]=2[O:15][C:16]2[CH:21]=[CH:20][C:19]([N+:22]([O-])=O)=[CH:18][C:17]=2[F:25])[N:8](C(OC(C)(C)C)=O)[CH:7]=1.[NH4+].[Cl-]. (4) Given the product [OH:8][C:9]1[CH:22]=[CH:21][C:12]([CH2:13][CH:14]2[NH:19][C:18](=[O:20])[CH2:17][O:16][CH2:15]2)=[CH:11][CH:10]=1, predict the reactants needed to synthesize it. The reactants are: C([O:8][C:9]1[CH:22]=[CH:21][C:12]([CH2:13][CH:14]2[NH:19][C:18](=[O:20])[CH2:17][O:16][CH2:15]2)=[CH:11][CH:10]=1)C1C=CC=CC=1.